This data is from Peptide-MHC class I binding affinity with 185,985 pairs from IEDB/IMGT. The task is: Regression. Given a peptide amino acid sequence and an MHC pseudo amino acid sequence, predict their binding affinity value. This is MHC class I binding data. (1) The peptide sequence is VPFVVFLVA. The MHC is HLA-B35:01 with pseudo-sequence HLA-B35:01. The binding affinity (normalized) is 0. (2) The peptide sequence is LRAAIELPL. The MHC is HLA-B27:05 with pseudo-sequence HLA-B27:05. The binding affinity (normalized) is 0.531. (3) The peptide sequence is PARFYPKVTK. The MHC is Patr-A0401 with pseudo-sequence Patr-A0401. The binding affinity (normalized) is 0.238. (4) The peptide sequence is EELSMMYESL. The MHC is HLA-B40:02 with pseudo-sequence HLA-B40:02. The binding affinity (normalized) is 0.568.